From a dataset of Reaction yield outcomes from USPTO patents with 853,638 reactions. Predict the reaction yield, written as a fraction of the theoretical maximum amount of product (1.0 means a 100% yield; for example, 0.34 means a 34% yield). (1) The reactants are [OH-].[Na+].CO[C:5]([C:7]1([NH:13][C:14](=[O:22])[CH2:15][CH2:16][C:17]2[O:18][CH:19]=[CH:20][CH:21]=2)[CH2:12][CH2:11][CH2:10][CH2:9][CH2:8]1)=[O:6].CCOCC.Cl.C(N=C=NCCCN(C)C)C. The catalyst is O1CCCC1.C(Cl)Cl. The product is [O:18]1[CH:19]=[CH:20][CH:21]=[C:17]1[CH2:16][CH2:15][C:14]1[O:22][C:5](=[O:6])[C:7]2([CH2:8][CH2:9][CH2:10][CH2:11][CH2:12]2)[N:13]=1. The yield is 0.470. (2) The reactants are [F:1][C:2]1[CH:3]=[C:4]2[C:8](=[CH:9][CH:10]=1)[NH:7][C:6](=[O:11])[C:5]2=O.[OH-].[K+].N1C2C(=CC=CC=2)C(=O)C1=[O:17].[F:26][C:27]([F:39])([F:38])[C:28]1[CH:29]=[C:30]([C:34](=O)[CH2:35][CH3:36])[CH:31]=[CH:32][CH:33]=1.Cl. The catalyst is C(O)C.O. The product is [F:1][C:2]1[CH:3]=[C:4]2[C:8](=[CH:9][CH:10]=1)[N:7]=[C:34]([C:30]1[CH:31]=[CH:32][CH:33]=[C:28]([C:27]([F:26])([F:38])[F:39])[CH:29]=1)[C:35]([CH3:36])=[C:5]2[C:6]([OH:11])=[O:17]. The yield is 0.910.